Predict which catalyst facilitates the given reaction. From a dataset of Catalyst prediction with 721,799 reactions and 888 catalyst types from USPTO. (1) Reactant: [C:1]([Si:5]([CH3:23])([CH3:22])[O:6][CH2:7][CH2:8][C:9]1[C:17]2[C:16]([C:18](O)=[O:19])=[CH:15][CH:14]=[C:13]([CH3:21])[C:12]=2[NH:11][CH:10]=1)([CH3:4])([CH3:3])[CH3:2].C[CH2:25][N:26]=C=NCCCN(C)C.C1C=CC2N(O)N=NC=2C=1.C(N(C(C)C)CC)(C)C.CN. Product: [CH3:25][NH:26][C:18]([C:16]1[C:17]2[C:9]([CH2:8][CH2:7][O:6][Si:5]([C:1]([CH3:4])([CH3:3])[CH3:2])([CH3:23])[CH3:22])=[CH:10][NH:11][C:12]=2[C:13]([CH3:21])=[CH:14][CH:15]=1)=[O:19]. The catalyst class is: 18. (2) Reactant: [F:1][C:2]([F:30])([CH2:28][OH:29])[CH2:3][N:4]1[C:8]([C:9]2[CH:14]=[CH:13][C:12]([F:15])=[CH:11][CH:10]=2)=[C:7]([C:16]2[CH:17]=[CH:18][C:19]3[O:24][CH2:23][C:22](=[O:25])[NH:21][C:20]=3[CH:26]=2)[C:6]([CH3:27])=[N:5]1.[C:31](O)(=[O:47])[CH2:32][CH2:33][CH2:34][CH2:35][CH2:36][CH2:37][CH2:38][CH2:39][CH2:40][CH2:41][CH2:42][CH2:43][CH2:44][CH2:45][CH3:46].CCN=C=NCCCN(C)C.C([O-])(O)=O.[Na+]. Product: [C:31]([O:29][CH2:28][C:2]([F:1])([F:30])[CH2:3][N:4]1[C:8]([C:9]2[CH:10]=[CH:11][C:12]([F:15])=[CH:13][CH:14]=2)=[C:7]([C:16]2[CH:17]=[CH:18][C:19]3[O:24][CH2:23][C:22](=[O:25])[NH:21][C:20]=3[CH:26]=2)[C:6]([CH3:27])=[N:5]1)(=[O:47])[CH2:32][CH2:33][CH2:34][CH2:35][CH2:36][CH2:37][CH2:38][CH2:39][CH2:40][CH2:41][CH2:42][CH2:43][CH2:44][CH2:45][CH3:46]. The catalyst class is: 17. (3) Reactant: [Cl:1][C:2]1[CH:7]=[C:6]([Cl:8])[CH:5]=[CH:4][C:3]=1[CH2:9][N:10]([C:23](=O)[C:24]([F:27])([F:26])[F:25])[C@H:11]1[CH2:15][CH2:14][N:13]([C:16]([O:18][C:19]([CH3:22])([CH3:21])[CH3:20])=[O:17])[CH2:12]1.C(=O)([O-])O.[Na+]. Product: [Cl:1][C:2]1[CH:7]=[C:6]([Cl:8])[CH:5]=[CH:4][C:3]=1[CH2:9][N:10]([CH2:23][C:24]([F:26])([F:27])[F:25])[C@H:11]1[CH2:15][CH2:14][N:13]([C:16]([O:18][C:19]([CH3:22])([CH3:21])[CH3:20])=[O:17])[CH2:12]1. The catalyst class is: 7. (4) Reactant: [C:1]([O:5][C:6](=[O:33])[N:7]([C@@H:21]([C:23]1[C:32]2[C:27](=[CH:28][CH:29]=[CH:30][CH:31]=2)[CH:26]=[CH:25][CH:24]=1)[CH3:22])[CH2:8][CH:9]1[CH:14]([C:15]2[CH:20]=[CH:19][CH:18]=[CH:17][CH:16]=2)[CH2:13][CH2:12][NH:11][CH2:10]1)([CH3:4])([CH3:3])[CH3:2].[CH3:34][O:35][C:36]([C:38]1[CH:46]=[CH:45][C:41]([C:42](O)=[O:43])=[CH:40][CH:39]=1)=[O:37].C1C=CC2N(O)N=NC=2C=1.N=C=N.C(=O)([O-])[O-].[N-]=C=O. Product: [C:1]([O:5][C:6]([N:7]([CH2:8][CH:9]1[CH:14]([C:15]2[CH:16]=[CH:17][CH:18]=[CH:19][CH:20]=2)[CH2:13][CH2:12][N:11]([C:42]([C:41]2[CH:45]=[CH:46][C:38]([C:36]([O:35][CH3:34])=[O:37])=[CH:39][CH:40]=2)=[O:43])[CH2:10]1)[C@@H:21]([C:23]1[C:32]2[C:27](=[CH:28][CH:29]=[CH:30][CH:31]=2)[CH:26]=[CH:25][CH:24]=1)[CH3:22])=[O:33])([CH3:2])([CH3:3])[CH3:4]. The catalyst class is: 3. (5) The catalyst class is: 3. Product: [F:24][C:20]1[CH:21]=[CH:22][CH:23]=[C:2]([F:1])[C:3]=1[CH2:4][O:5][C:6]1[C:7]2[N:8]([C:13]([C:17]([NH:73][C@@H:71]3[CH2:70][N:67]4[CH2:68][CH2:69][N:64]([CH3:63])[CH2:65][C@@H:66]4[CH2:72]3)=[O:19])=[C:14]([CH3:16])[N:15]=2)[CH:9]=[C:10]([CH3:12])[CH:11]=1. Reactant: [F:1][C:2]1[CH:23]=[CH:22][CH:21]=[C:20]([F:24])[C:3]=1[CH2:4][O:5][C:6]1[C:7]2[N:8]([C:13]([C:17]([OH:19])=O)=[C:14]([CH3:16])[N:15]=2)[CH:9]=[C:10]([CH3:12])[CH:11]=1.CN(C(ON1N=NC2C=CC=NC1=2)=[N+](C)C)C.F[P-](F)(F)(F)(F)F.C(N(CC)C(C)C)(C)C.O.O.Cl.Cl.Cl.[CH3:63][N:64]1[CH2:69][CH2:68][N:67]2[CH2:70][C@@H:71]([NH2:73])[CH2:72][C@H:66]2[CH2:65]1.C(O)(C(F)(F)F)=O. (6) Reactant: [CH2:1]1[CH2:11][O:10][C:3]2([C:7]3([CH2:9][CH2:8]3)[CH2:6][NH:5][CH2:4]2)[O:2]1.[F:12][C:13]1[CH:14]=[C:15]([N+:21]([O-:23])=[O:22])[CH:16]=[C:17]([F:20])[C:18]=1F. The catalyst class is: 10. Product: [F:12][C:13]1[CH:14]=[C:15]([N+:21]([O-:23])=[O:22])[CH:16]=[C:17]([F:20])[C:18]=1[N:5]1[CH2:4][C:3]2([O:2][CH2:1][CH2:11][O:10]2)[C:7]2([CH2:8][CH2:9]2)[CH2:6]1.